From a dataset of Reaction yield outcomes from USPTO patents with 853,638 reactions. Predict the reaction yield, written as a fraction of the theoretical maximum amount of product (1.0 means a 100% yield; for example, 0.34 means a 34% yield). The reactants are [CH3:1][O:2][C:3]1[CH:4]=[C:5]2[C:9](=[CH:10][CH:11]=1)[NH:8][C:7](=[O:12])[C:6]2=O.O.NN. The catalyst is O. The product is [CH3:1][O:2][C:3]1[CH:4]=[C:5]2[C:9](=[CH:10][CH:11]=1)[NH:8][C:7](=[O:12])[CH2:6]2. The yield is 0.270.